Dataset: Forward reaction prediction with 1.9M reactions from USPTO patents (1976-2016). Task: Predict the product of the given reaction. Given the reactants C(NC(C)C)(C)C.[Li]CCCC.[F:13][C:14]1[CH:15]=[C:16]([CH:19]=[C:20]([F:22])[CH:21]=1)[C:17]#[N:18].[C:23]([N:42]1[CH:46]=[C:45]([CH2:47][CH2:48][CH:49]=[O:50])[N:44]=[CH:43]1)([C:36]1[CH:41]=[CH:40][CH:39]=[CH:38][CH:37]=1)([C:30]1[CH:35]=[CH:34][CH:33]=[CH:32][CH:31]=1)[C:24]1[CH:29]=[CH:28][CH:27]=[CH:26][CH:25]=1, predict the reaction product. The product is: [F:13][C:14]1[CH:15]=[C:16]([CH:19]=[C:20]([F:22])[C:21]=1[CH:49]([OH:50])[CH2:48][CH2:47][C:45]1[N:44]=[CH:43][N:42]([C:23]([C:36]2[CH:37]=[CH:38][CH:39]=[CH:40][CH:41]=2)([C:30]2[CH:31]=[CH:32][CH:33]=[CH:34][CH:35]=2)[C:24]2[CH:29]=[CH:28][CH:27]=[CH:26][CH:25]=2)[CH:46]=1)[C:17]#[N:18].